From a dataset of Forward reaction prediction with 1.9M reactions from USPTO patents (1976-2016). Predict the product of the given reaction. (1) Given the reactants [F:1][C:2]1[CH:3]=[C:4](N)[CH:5]=[CH:6][C:7]=1[O:8][C:9]1[CH:14]=[CH:13][CH:12]=[CH:11][CH:10]=1.S(=O)(=O)(O)O.N([O-])=O.[Na+].[I-:25].[Na+], predict the reaction product. The product is: [F:1][C:2]1[CH:3]=[C:4]([I:25])[CH:5]=[CH:6][C:7]=1[O:8][C:9]1[CH:14]=[CH:13][CH:12]=[CH:11][CH:10]=1. (2) Given the reactants N[C:2]1[S:3][C:4]2[CH2:5][N:6]([CH3:11])[CH2:7][CH2:8][C:9]=2[N:10]=1.N([O-])=O.[Na+].[OH-].[K+], predict the reaction product. The product is: [CH3:11][N:6]1[CH2:7][CH2:8][C:9]2[N:10]=[CH:2][S:3][C:4]=2[CH2:5]1. (3) Given the reactants [C:1]([C:3]1[CH:14]=[CH:13][C:6]([CH2:7]OS(C)(=O)=O)=[CH:5][CH:4]=1)#[CH:2].C(N(CC)CC)C.[NH:22]1[CH2:27][CH2:26][O:25][CH2:24][CH2:23]1, predict the reaction product. The product is: [C:1]([C:3]1[CH:14]=[CH:13][C:6]([CH2:7][N:22]2[CH2:27][CH2:26][O:25][CH2:24][CH2:23]2)=[CH:5][CH:4]=1)#[CH:2]. (4) Given the reactants [CH2:1]([CH:3]([C:6]1[C:7]2[N:8]([C:13](I)=[C:14]([CH3:16])[N:15]=2)[N:9]=[C:10]([CH3:12])[CH:11]=1)[CH2:4][CH3:5])[CH3:2].C([Li])(C)(C)C.B(OC)(OC)OC.[CH3:30][CH2:31][CH2:32][CH2:33]CC.[CH2:36]1[CH2:40]O[CH2:38][CH2:37]1, predict the reaction product. The product is: [CH2:1]([CH:3]([C:6]1[C:7]2[N:8]([C:13]([C:7]3[N:8]([CH3:13])[C:37]4[CH:38]=[C:32]([CH3:33])[C:31]([CH3:30])=[CH:40][C:36]=4[N:15]=3)=[C:14]([CH3:16])[N:15]=2)[N:9]=[C:10]([CH3:12])[CH:11]=1)[CH2:4][CH3:5])[CH3:2]. (5) Given the reactants [C:1]([O:5][C:6]([N:8]1[CH2:11][CH:10]([O:12][C:13]2[CH:14]=[C:15]3[C:24](=[CH:25][C:26]=2[CH:27]([CH3:29])[CH3:28])[O:23][CH2:22][C:21]2[N:16]3[CH:17]([CH3:31])[C:18](=[O:30])[NH:19][N:20]=2)[CH2:9]1)=[O:7])([CH3:4])([CH3:3])[CH3:2].C(OC(N1CC(OC2C=C3C(=CC=2Br)OCC2N3C(C)C(=O)NN=2)C1)=O)(C)(C)C, predict the reaction product. The product is: [C:1]([O:5][C:6]([N:8]1[CH2:11][CH:10]([O:12][C:13]2[CH:14]=[C:15]3[C:24](=[CH:25][C:26]=2[CH:27]([CH3:28])[CH3:29])[O:23][CH2:22][C:21]2[N:16]3[C@@H:17]([CH3:31])[C:18](=[O:30])[NH:19][N:20]=2)[CH2:9]1)=[O:7])([CH3:4])([CH3:3])[CH3:2].[C:1]([O:5][C:6]([N:8]1[CH2:11][CH:10]([O:12][C:13]2[CH:14]=[C:15]3[C:24](=[CH:25][C:26]=2[CH:27]([CH3:28])[CH3:29])[O:23][CH2:22][C:21]2[N:16]3[C@H:17]([CH3:31])[C:18](=[O:30])[NH:19][N:20]=2)[CH2:9]1)=[O:7])([CH3:4])([CH3:3])[CH3:2]. (6) Given the reactants C[O:2][C:3](=[O:27])[C@H:4]([CH2:22][C:23]([CH3:26])([CH3:25])[CH3:24])[NH:5][C:6](=[O:21])[C@@H:7]([CH2:16][C:17]([CH3:20])([CH3:19])[CH3:18])[NH:8][C:9]([O:11][C:12]([CH3:15])([CH3:14])[CH3:13])=[O:10].O.[OH-].[Li+], predict the reaction product. The product is: [C:12]([O:11][C:9]([NH:8][C@@H:7]([C:6]([NH:5][C@H:4]([C:3]([OH:27])=[O:2])[CH2:22][C:23]([CH3:26])([CH3:25])[CH3:24])=[O:21])[CH2:16][C:17]([CH3:19])([CH3:20])[CH3:18])=[O:10])([CH3:13])([CH3:14])[CH3:15]. (7) Given the reactants [NH2:1][C:2]1[N:7]=[C:6]([C:8]2[CH:13]=[CH:12][CH:11]=[CH:10][N:9]=2)[CH:5]=[C:4]([C:14]2[CH:15]=[N:16][CH:17]=[C:18](C3C=CC(C(N4CCNCC4)=O)=CC=3)[CH:19]=2)[CH:3]=1.[CH:34]([N:37]1[CH2:42][CH2:41][N:40]([CH2:43][C:44]2[CH:45]=[C:46](B(O)O)[CH:47]=[CH:48][CH:49]=2)[CH2:39][CH2:38]1)([CH3:36])[CH3:35], predict the reaction product. The product is: [CH:34]([N:37]1[CH2:38][CH2:39][N:40]([CH2:43][C:44]2[CH:49]=[C:48]([C:18]3[CH:19]=[C:14]([C:4]4[CH:3]=[C:2]([NH2:1])[N:7]=[C:6]([C:8]5[CH:13]=[CH:12][CH:11]=[CH:10][N:9]=5)[CH:5]=4)[CH:15]=[N:16][CH:17]=3)[CH:47]=[CH:46][CH:45]=2)[CH2:41][CH2:42]1)([CH3:36])[CH3:35].